Dataset: Merck oncology drug combination screen with 23,052 pairs across 39 cell lines. Task: Regression. Given two drug SMILES strings and cell line genomic features, predict the synergy score measuring deviation from expected non-interaction effect. (1) Drug 1: C=CCn1c(=O)c2cnc(Nc3ccc(N4CCN(C)CC4)cc3)nc2n1-c1cccc(C(C)(C)O)n1. Drug 2: CCc1cnn2c(NCc3ccc[n+]([O-])c3)cc(N3CCCCC3CCO)nc12. Cell line: SKMES1. Synergy scores: synergy=-18.1. (2) Cell line: ZR751. Synergy scores: synergy=0.424. Drug 2: C=CCn1c(=O)c2cnc(Nc3ccc(N4CCN(C)CC4)cc3)nc2n1-c1cccc(C(C)(C)O)n1. Drug 1: O=c1[nH]cc(F)c(=O)[nH]1. (3) Drug 1: N#Cc1ccc(Cn2cncc2CN2CCN(c3cccc(Cl)c3)C(=O)C2)cc1. Drug 2: CNC(=O)c1cc(Oc2ccc(NC(=O)Nc3ccc(Cl)c(C(F)(F)F)c3)cc2)ccn1. Cell line: SW837. Synergy scores: synergy=-2.27. (4) Drug 1: NC1(c2ccc(-c3nc4ccn5c(=O)[nH]nc5c4cc3-c3ccccc3)cc2)CCC1. Drug 2: CCc1c2c(nc3ccc(O)cc13)-c1cc3c(c(=O)n1C2)COC(=O)C3(O)CC. Cell line: NCIH520. Synergy scores: synergy=16.2. (5) Drug 1: Nc1ccn(C2OC(CO)C(O)C2(F)F)c(=O)n1. Cell line: A427. Drug 2: Cn1cc(-c2cnn3c(N)c(Br)c(C4CCCNC4)nc23)cn1. Synergy scores: synergy=65.2. (6) Drug 1: CN1C(=O)C=CC2(C)C3CCC4(C)C(NC(=O)OCC(F)(F)F)CCC4C3CCC12. Drug 2: O=C(O)C1(Cc2cccc(Nc3nccs3)n2)CCC(Oc2cccc(Cl)c2F)CC1. Cell line: ZR751. Synergy scores: synergy=-11.9. (7) Drug 1: CC(=O)OC1C(=O)C2(C)C(O)CC3OCC3(OC(C)=O)C2C(OC(=O)c2ccccc2)C2(O)CC(OC(=O)C(O)C(NC(=O)c3ccccc3)c3ccccc3)C(C)=C1C2(C)C. Drug 2: CCN(CC)CCNC(=O)c1c(C)[nH]c(C=C2C(=O)Nc3ccc(F)cc32)c1C. Cell line: MSTO. Synergy scores: synergy=-0.380. (8) Drug 1: CC1CC2C3CCC4=CC(=O)C=CC4(C)C3(F)C(O)CC2(C)C1(O)C(=O)CO. Drug 2: O=C(O)C1(Cc2cccc(Nc3nccs3)n2)CCC(Oc2cccc(Cl)c2F)CC1. Cell line: ZR751. Synergy scores: synergy=14.0. (9) Drug 1: CCC1=CC2CN(C1)Cc1c([nH]c3ccccc13)C(C(=O)OC)(c1cc3c(cc1OC)N(C)C1C(O)(C(=O)OC)C(OC(C)=O)C4(CC)C=CCN5CCC31C54)C2. Drug 2: C=CCn1c(=O)c2cnc(Nc3ccc(N4CCN(C)CC4)cc3)nc2n1-c1cccc(C(C)(C)O)n1. Cell line: LNCAP. Synergy scores: synergy=1.76. (10) Cell line: NCIH460. Drug 2: COC1=C2CC(C)CC(OC)C(O)C(C)C=C(C)C(OC(N)=O)C(OC)C=CC=C(C)C(=O)NC(=CC1=O)C2=O. Synergy scores: synergy=-8.38. Drug 1: O=S1(=O)NC2(CN1CC(F)(F)F)C1CCC2Cc2cc(C=CCN3CCC(C(F)(F)F)CC3)ccc2C1.